From a dataset of Forward reaction prediction with 1.9M reactions from USPTO patents (1976-2016). Predict the product of the given reaction. (1) Given the reactants [C:1]([NH:5][C:6]([C:8]1[C:16]2[C:11](=[N:12][CH:13]=[C:14]([NH:17][C:18]3[S:22][N:21]=[C:20]([CH3:23])[N:19]=3)[N:15]=2)[N:10](COCC[Si](C)(C)C)[CH:9]=1)=[O:7])([CH3:4])([CH3:3])[CH3:2].FC(F)(F)C(O)=O, predict the reaction product. The product is: [C:1]([NH:5][C:6]([C:8]1[C:16]2[C:11](=[N:12][CH:13]=[C:14]([NH:17][C:18]3[S:22][N:21]=[C:20]([CH3:23])[N:19]=3)[N:15]=2)[NH:10][CH:9]=1)=[O:7])([CH3:4])([CH3:3])[CH3:2]. (2) Given the reactants [SH:1][CH2:2][CH2:3][C:4]([O:6][CH3:7])=[O:5].C[O-].[Na+].Cl[CH:12]([CH3:17])[C:13](OC)=O.C(O)(=O)C.C([O-])=O.[NH4+:25], predict the reaction product. The product is: [NH2:25][C:13]1[CH:12]([CH3:17])[S:1][CH2:2][C:3]=1[C:4]([O:6][CH3:7])=[O:5].